This data is from Forward reaction prediction with 1.9M reactions from USPTO patents (1976-2016). The task is: Predict the product of the given reaction. (1) Given the reactants [CH3:1][O:2][C:3]1[CH:8]=[CH:7][C:6]([CH2:9][C:10](=O)[CH3:11])=[CH:5][CH:4]=1.ClC(Cl)C.[CH2:17]([NH2:24])[C:18]1[CH:23]=[CH:22][CH:21]=[CH:20][CH:19]=1.C(O[BH-](OC(=O)C)OC(=O)C)(=O)C.[Na+], predict the reaction product. The product is: [CH3:1][O:2][C:3]1[CH:8]=[CH:7][C:6]([CH2:9][CH:10]([CH3:11])[NH:24][CH2:17][C:18]2[CH:23]=[CH:22][CH:21]=[CH:20][CH:19]=2)=[CH:5][CH:4]=1. (2) The product is: [NH2:23][C:24]1[S:25][C:26]2[CH:35]=[CH:34][CH:33]=[CH:32][C:27]=2[C:28]=1[C:29]([N:17]1[CH2:16][CH2:15][CH:14]([N:10]2[CH2:11][CH2:12][CH2:13][C:8]([CH3:20])([C:6]([N:5]([CH2:3][CH3:4])[CH2:21][CH3:22])=[O:7])[CH2:9]2)[CH2:19][CH2:18]1)=[O:30]. Given the reactants Cl.Cl.[CH2:3]([N:5]([CH2:21][CH3:22])[C:6]([C:8]1([CH3:20])[CH2:13][CH2:12][CH2:11][N:10]([CH:14]2[CH2:19][CH2:18][NH:17][CH2:16][CH2:15]2)[CH2:9]1)=[O:7])[CH3:4].[NH2:23][C:24]1[S:25][C:26]2[CH:35]=[CH:34][CH:33]=[CH:32][C:27]=2[C:28]=1[C:29](O)=[O:30], predict the reaction product. (3) Given the reactants [Br:1][C:2]1[N:7]=[C:6]([N+:8]([O-:10])=[O:9])[C:5]([OH:11])=[CH:4][CH:3]=1.Br[C:13]([CH3:20])([CH3:19])[C:14]([O:16][CH2:17][CH3:18])=[O:15].C([O-])([O-])=O.[K+].[K+].O, predict the reaction product. The product is: [Br:1][C:2]1[N:7]=[C:6]([N+:8]([O-:10])=[O:9])[C:5]([O:11][C:13]([CH3:20])([CH3:19])[C:14]([O:16][CH2:17][CH3:18])=[O:15])=[CH:4][CH:3]=1. (4) Given the reactants C([O:8][N:9]1[C:14]2[N:15]=[CH:16][N:17]=[C:18]([CH3:19])[C:13]=2[C:12]([NH:20][CH2:21][C:22]2[CH:23]=[N:24][CH:25]=[CH:26][C:27]=2[C:28]([F:31])([F:30])[F:29])=[CH:11][C:10]1=[O:32])C1C=CC=CC=1.CO.[H][H], predict the reaction product. The product is: [OH:8][N:9]1[C:14]2[N:15]=[CH:16][N:17]=[C:18]([CH3:19])[C:13]=2[C:12]([NH:20][CH2:21][C:22]2[CH:23]=[N:24][CH:25]=[CH:26][C:27]=2[C:28]([F:31])([F:30])[F:29])=[CH:11][C:10]1=[O:32]. (5) Given the reactants C([O:3][C:4]([C:6]1[S:10][C:9]([N:11]2[C:15]3[CH:16]=[C:17]([CH2:20][N:21]4[CH2:26][CH2:25][N:24]([CH3:27])[CH2:23][CH2:22]4)[CH:18]=[CH:19][C:14]=3[N:13]=[CH:12]2)=[N:8][C:7]=1[C:28]1[CH:33]=[CH:32][CH:31]=[CH:30][CH:29]=1)=[O:5])C.O1CCCC1.[OH-].[Li+], predict the reaction product. The product is: [CH3:27][N:24]1[CH2:25][CH2:26][N:21]([CH2:20][C:17]2[CH:18]=[CH:19][C:14]3[N:13]=[CH:12][N:11]([C:9]4[S:10][C:6]([C:4]([OH:5])=[O:3])=[C:7]([C:28]5[CH:33]=[CH:32][CH:31]=[CH:30][CH:29]=5)[N:8]=4)[C:15]=3[CH:16]=2)[CH2:22][CH2:23]1. (6) Given the reactants [NH2:1][C:2]1[C:3]([NH:10][CH2:11][CH:12]2[O:16][CH2:15][CH2:14][O:13]2)=[N:4][C:5]([O:8][CH3:9])=[CH:6][CH:7]=1.C1(C)C=CC=CC=1.[O:24]=[CH:25][C:26](OCC)=O.[H-].[Na+], predict the reaction product. The product is: [O:13]1[CH2:14][CH2:15][O:16][CH:12]1[CH2:11][N:10]1[C:25](=[O:24])[CH:26]=[N:1][C:2]2[CH:7]=[CH:6][C:5]([O:8][CH3:9])=[N:4][C:3]1=2. (7) Given the reactants [N+:1]([CH3:4])([O-:3])=[O:2].C(N(CC)C(C)C)(C)C.[Cl:14][C:15]1[CH:20]=[CH:19][CH:18]=[CH:17][C:16]=1/[CH:21]=[N:22]/[C:23](=[O:29])[O:24][C:25]([CH3:28])([CH3:27])[CH3:26], predict the reaction product. The product is: [Cl:14][C:15]1[CH:20]=[CH:19][CH:18]=[CH:17][C:16]=1[CH:21]([NH:22][C:23](=[O:29])[O:24][C:25]([CH3:27])([CH3:26])[CH3:28])[CH2:4][N+:1]([O-:3])=[O:2].